Dataset: TCR-epitope binding with 47,182 pairs between 192 epitopes and 23,139 TCRs. Task: Binary Classification. Given a T-cell receptor sequence (or CDR3 region) and an epitope sequence, predict whether binding occurs between them. (1) The epitope is YLDAYNMMI. The TCR CDR3 sequence is CASSSGVGEDTEAFF. Result: 0 (the TCR does not bind to the epitope). (2) The epitope is EILDITPCSF. The TCR CDR3 sequence is CAISAGQGSYEQYF. Result: 1 (the TCR binds to the epitope). (3) The epitope is VLAWLYAAV. The TCR CDR3 sequence is CASSFGTDTQYF. Result: 0 (the TCR does not bind to the epitope).